Task: Predict the reactants needed to synthesize the given product.. Dataset: Full USPTO retrosynthesis dataset with 1.9M reactions from patents (1976-2016) (1) Given the product [NH2:53][C:54]1[C:62]2[C:57](=[C:58]([C:63]3[C:64]([C@@H:71]([NH:81][C:82](=[O:100])[CH2:83][N:84]4[C:92]5[C:91]([F:94])([F:93])[CH2:90][CH2:89][C:88]([F:96])([F:95])[C:87]=5[C:86]([CH:97]([F:99])[F:98])=[N:85]4)[CH2:72][C:73]4[CH:78]=[C:77]([F:79])[CH:76]=[C:75]([F:80])[CH:74]=4)=[N:65][C:66]([C:46]#[C:47][C:48]([OH:51])([CH3:50])[CH3:49])=[N:67][CH:68]=3)[CH:59]=[CH:60][CH:61]=2)[N:56]([CH3:101])[N:55]=1, predict the reactants needed to synthesize it. The reactants are: FC(F)C1C2C(F)(F)CCC(F)(F)C=2N(CC(N[C@H](C2C(C3C=C4C(=CC=3)CNC4=O)=CN=C([C:46]#[C:47][C:48]([OH:51])([CH3:50])[CH3:49])N=2)CC2C=C(F)C=C(F)C=2)=O)N=1.[NH2:53][C:54]1[C:62]2[C:57](=[C:58]([C:63]3[C:64]([C@@H:71]([NH:81][C:82](=[O:100])[CH2:83][N:84]4[C:92]5[C:91]([F:94])([F:93])[CH2:90][CH2:89][C:88]([F:96])([F:95])[C:87]=5[C:86]([CH:97]([F:99])[F:98])=[N:85]4)[CH2:72][C:73]4[CH:78]=[C:77]([F:79])[CH:76]=[C:75]([F:80])[CH:74]=4)=[N:65][C:66](SC)=[N:67][CH:68]=3)[CH:59]=[CH:60][CH:61]=2)[N:56]([CH3:101])[N:55]=1.CC(O)(C#C)C. (2) Given the product [F:21][C:18]1[CH:19]=[CH:20][C:15]([N:12]2[C:5]3=[C:6]4[C:11](=[C:2]([NH:82][C@H:80]([C:74]5[CH:79]=[CH:78][CH:77]=[CH:76][CH:75]=5)[CH3:81])[CH:3]=[C:4]3[CH:14]=[N:13]2)[CH:10]=[N:9][CH:8]=[CH:7]4)=[CH:16][CH:17]=1, predict the reactants needed to synthesize it. The reactants are: Br[C:2]1[CH:3]=[C:4]2[CH:14]=[N:13][N:12]([C:15]3[CH:20]=[CH:19][C:18]([F:21])=[CH:17][CH:16]=3)[C:5]2=[C:6]2[C:11]=1[CH:10]=[N:9][CH:8]=[CH:7]2.C1(P(C2C=CC=CC=2)C2C=CC3C(=CC=CC=3)C=2C2C3C(=CC=CC=3)C=CC=2P(C2C=CC=CC=2)C2C=CC=CC=2)C=CC=CC=1.CC(C)([O-])C.[Na+].[C:74]1([C@@H:80]([NH2:82])[CH3:81])[CH:79]=[CH:78][CH:77]=[CH:76][CH:75]=1. (3) Given the product [Cl:1][C:2]1[CH:7]=[C:6]([O:39][CH3:37])[CH:5]=[CH:4][C:3]=1[C:9]1[N:10]=[C:11]([CH2:30][CH3:31])[C:12]([NH:17][C@@H:18]2[C:26]3[C:21](=[CH:22][CH:23]=[CH:24][CH:25]=3)[CH2:20][C@@H:19]2[O:27][CH2:28][CH3:29])=[N:13][C:14]=1[CH2:15][CH3:16], predict the reactants needed to synthesize it. The reactants are: [Cl:1][C:2]1[CH:7]=[C:6](Cl)[CH:5]=[CH:4][C:3]=1[C:9]1[N:10]=[C:11]([CH2:30][CH3:31])[C:12]([NH:17][C@@H:18]2[C:26]3[C:21](=[CH:22][CH:23]=[CH:24][CH:25]=3)[CH2:20][C@@H:19]2[O:27][CH2:28][CH3:29])=[N:13][C:14]=1[CH2:15][CH3:16].ClC1C=[C:37]([O:39]C)C=CC=1C1N=C(CC)C(N[C@@H]2C3C(=CC=CC=3)C[C@@H]2O)=NC=1CC.